Dataset: Full USPTO retrosynthesis dataset with 1.9M reactions from patents (1976-2016). Task: Predict the reactants needed to synthesize the given product. (1) Given the product [CH3:1][N:2]([CH2:3][CH2:4][C:5]1[CH:6]=[C:7]([O:15][CH3:16])[C:8]([O:13][CH3:14])=[C:9]([O:11][CH3:12])[CH:10]=1)[C:25](=[O:26])/[CH:24]=[CH:23]/[C:19]1[CH:18]=[N:17][CH:22]=[CH:21][CH:20]=1, predict the reactants needed to synthesize it. The reactants are: [CH3:1][NH:2][CH2:3][CH2:4][C:5]1[CH:10]=[C:9]([O:11][CH3:12])[C:8]([O:13][CH3:14])=[C:7]([O:15][CH3:16])[CH:6]=1.[N:17]1[CH:22]=[CH:21][CH:20]=[C:19](/[CH:23]=[CH:24]/[C:25](O)=[O:26])[CH:18]=1.P(C#N)(=O)(OCC)OCC.C(=O)(O)[O-].[Na+]. (2) Given the product [CH3:15][O:14][C:9]1[C:8]2[C:7]([C:16]3[CH:17]=[CH:18][C:19]([N:22]4[CH2:27][CH2:26][O:25][CH2:24][CH2:23]4)=[CH:20][CH:21]=3)=[N:6][NH:5][C:13]=2[CH:12]=[CH:11][N:10]=1, predict the reactants needed to synthesize it. The reactants are: C([N:5]1[C:13]2[CH:12]=[CH:11][N:10]=[C:9]([O:14][CH3:15])[C:8]=2[C:7]([C:16]2[CH:21]=[CH:20][C:19]([N:22]3[CH2:27][CH2:26][O:25][CH2:24][CH2:23]3)=[CH:18][CH:17]=2)=[N:6]1)(C)(C)C.O. (3) Given the product [CH2:38]([O:45][CH:46]([C:28](=[O:30])[C:27]([O:33][C:34]([CH3:37])([CH3:36])[CH3:35])=[O:32])[C:47]([O:49][CH3:50])=[O:48])[C:39]1[CH:44]=[CH:43][CH:42]=[CH:41][CH:40]=1, predict the reactants needed to synthesize it. The reactants are: C(NC(C)C)(C)C.C([Li])CCC.CCCCCC.C([N-]C(C)C)(C)C.[Li+].[C:27]([O:33][C:34]([CH3:37])([CH3:36])[CH3:35])(=[O:32])[C:28]([O:30]C)=O.[CH2:38]([O:45][CH2:46][C:47]([O:49][CH3:50])=[O:48])[C:39]1[CH:44]=[CH:43][CH:42]=[CH:41][CH:40]=1.Cl. (4) Given the product [CH2:1]([O:3][C:4](=[O:13])[CH2:5][C:6]1[CH:7]=[C:8]([C:19]2[CH:18]=[CH:17][CH:16]=[C:15]([Cl:14])[C:20]=2[Cl:21])[CH:9]=[CH:10][CH:11]=1)[CH3:2], predict the reactants needed to synthesize it. The reactants are: [CH2:1]([O:3][C:4](=[O:13])[CH2:5][C:6]1[CH:11]=[CH:10][CH:9]=[C:8](I)[CH:7]=1)[CH3:2].[Cl:14][C:15]1[C:20]([Cl:21])=[CH:19][CH:18]=[CH:17][C:16]=1B(O)O.C(=O)(O)[O-].[Na+].O. (5) The reactants are: C(OC([NH:11][C@H:12]([C:20]1[NH:24][C:23]2[CH:25]=[CH:26][C:27]([Cl:29])=[CH:28][C:22]=2[N:21]=1)[CH2:13][CH2:14][C:15]1[NH:19][N:18]=[N:17][N:16]=1)=O)C1C=CC=CC=1.I[Si](C)(C)C.CO. Given the product [Cl:29][C:27]1[CH:26]=[CH:25][C:23]2[NH:24][C:20]([C@@H:12]([NH2:11])[CH2:13][CH2:14][C:15]3[NH:19][N:18]=[N:17][N:16]=3)=[N:21][C:22]=2[CH:28]=1, predict the reactants needed to synthesize it. (6) Given the product [C:32]([C:31]1[CH:30]=[CH:29][C:28]([CH:10]2[N:9]([CH:37]([CH3:42])[C:38]([O:40][CH3:41])=[O:39])[C:8](=[O:7])[N:13]([C:14]3[CH:19]=[CH:18][CH:17]=[C:16]([C:20]([F:21])([F:22])[F:23])[CH:15]=3)[C:12]3[CH2:24][CH2:25][C:26](=[O:27])[C:11]2=3)=[CH:35][CH:34]=1)#[N:33], predict the reactants needed to synthesize it. The reactants are: C(=O)([O-])[O-].[Cs+].[Cs+].[O:7]=[C:8]1[N:13]([C:14]2[CH:19]=[CH:18][CH:17]=[C:16]([C:20]([F:23])([F:22])[F:21])[CH:15]=2)[C:12]2[CH2:24][CH2:25][C:26](=[O:27])[C:11]=2[CH:10]([C:28]2[CH:35]=[CH:34][C:31]([C:32]#[N:33])=[CH:30][CH:29]=2)[NH:9]1.Br[CH:37]([CH3:42])[C:38]([O:40][CH3:41])=[O:39].O. (7) Given the product [CH2:1]([C@@:5]1([CH2:49][CH3:50])[NH:11][C@H:10]([C:12]2[CH:13]=[CH:14][CH:15]=[CH:16][CH:17]=2)[C:9]2[CH:18]=[C:19]([O:45][CH3:46])[C:20]([CH:22]([CH2:34][C:35]([OH:37])=[O:36])[CH2:23][C:24]([OH:26])=[O:25])=[CH:21][C:8]=2[S:7](=[O:48])(=[O:47])[CH2:6]1)[CH2:2][CH2:3][CH3:4], predict the reactants needed to synthesize it. The reactants are: [CH2:1]([C@@:5]1([CH2:49][CH3:50])[NH:11][C@H:10]([C:12]2[CH:17]=[CH:16][CH:15]=[CH:14][CH:13]=2)[C:9]2[CH:18]=[C:19]([O:45][CH3:46])[C:20]([CH:22]([CH:34](C(OCC)=O)[C:35]([O:37]CC)=[O:36])[CH:23](C(OCC)=O)[C:24]([O:26]CC)=[O:25])=[CH:21][C:8]=2[S:7](=[O:48])(=[O:47])[CH2:6]1)[CH2:2][CH2:3][CH3:4].Cl.